This data is from Full USPTO retrosynthesis dataset with 1.9M reactions from patents (1976-2016). The task is: Predict the reactants needed to synthesize the given product. (1) Given the product [OH:1][C:2]1[C:3](=[O:17])[NH:4][C:5](=[O:16])[N:6]([CH2:8][CH2:9][C:10]2[CH:15]=[CH:14][CH:13]=[CH:12][C:11]=2[O:19][CH3:18])[N:7]=1, predict the reactants needed to synthesize it. The reactants are: [OH:1][C:2]1[C:3](=[O:17])[NH:4][C:5](=[O:16])[N:6]([CH2:8][CH2:9][C:10]2[CH:15]=[CH:14][CH:13]=[CH:12][CH:11]=2)[N:7]=1.[CH3:18][OH:19]. (2) Given the product [F:23][C:24]1[CH:29]=[CH:28][C:27]([NH:30][C:31]2[O:20][C:19](/[CH:18]=[CH:17]/[C:7]3[CH:8]=[CH:9][C:10]([N:11]4[CH:15]=[C:14]([CH3:16])[N:13]=[CH:12]4)=[C:5]([O:4][CH3:3])[CH:6]=3)=[N:21][N:22]=2)=[CH:26][CH:25]=1, predict the reactants needed to synthesize it. The reactants are: Cl.Cl.[CH3:3][O:4][C:5]1[CH:6]=[C:7](/[CH:17]=[CH:18]/[C:19]([NH:21][NH2:22])=[O:20])[CH:8]=[CH:9][C:10]=1[N:11]1[CH:15]=[C:14]([CH3:16])[N:13]=[CH:12]1.[F:23][C:24]1[CH:29]=[CH:28][C:27]([N:30]=[C:31]=O)=[CH:26][CH:25]=1.O. (3) Given the product [Cl:15][C:11]1[CH:10]=[C:9]([C:7]2[N:6]=[C:5]([CH3:16])[C:4]([CH2:17][CH3:18])=[C:3]([NH:19][C:20]3[CH:21]=[CH:22][C:23]([CH2:26][C:27]([O:29][CH3:30])=[O:28])=[CH:24][CH:25]=3)[CH:8]=2)[CH:14]=[CH:13][CH:12]=1, predict the reactants needed to synthesize it. The reactants are: Cl.Cl[C:3]1[CH:8]=[C:7]([C:9]2[CH:14]=[CH:13][CH:12]=[C:11]([Cl:15])[CH:10]=2)[N:6]=[C:5]([CH3:16])[C:4]=1[CH2:17][CH3:18].[NH2:19][C:20]1[CH:25]=[CH:24][C:23]([CH2:26][C:27]([O:29][CH3:30])=[O:28])=[CH:22][CH:21]=1. (4) Given the product [CH:16]1([CH2:15][NH:14][CH2:12][CH:7]2[CH2:11][CH2:10]2)[CH2:18][CH2:17]1, predict the reactants needed to synthesize it. The reactants are: [H-].[Al+3].[Li+].[H-].[H-].[H-].[C:7]1([C:12]([NH:14][CH2:15][CH3:16])=O)[CH2:11][CH2:10]CC=1.[CH3:17][CH2:18]OCC. (5) Given the product [OH:2][C:3]1[CH:8]=[CH:7][C:6]([CH:9]=[CH:10][C:11]2[O:15][N:14]=[C:13]([CH2:16][CH2:17][CH3:18])[N:12]=2)=[CH:5][C:4]=1[NH:19][S:20]([CH3:23])(=[O:22])=[O:21], predict the reactants needed to synthesize it. The reactants are: C[O:2][C:3]1[CH:8]=[CH:7][C:6]([CH:9]=[CH:10][C:11]2[O:15][N:14]=[C:13]([CH2:16][CH2:17][CH3:18])[N:12]=2)=[CH:5][C:4]=1[NH:19][S:20]([CH3:23])(=[O:22])=[O:21].B(Br)(Br)Br.